This data is from Reaction yield outcomes from USPTO patents with 853,638 reactions. The task is: Predict the reaction yield, written as a fraction of the theoretical maximum amount of product (1.0 means a 100% yield; for example, 0.34 means a 34% yield). The reactants are Br[C:2]1[C:3]([C:14]2[CH:22]=[CH:21][C:20]3[C:16](=[CH:17][N:18]([CH3:23])[N:19]=3)[CH:15]=2)=[N:4][S:5][C:6]=1[NH:7][C:8]([C@@H:10]1[CH2:12][C@H:11]1[CH3:13])=[O:9].[CH2:24]([C:26]1[CH:31]=[CH:30][CH:29]=[C:28]([Sn](CCCC)(CCCC)CCCC)[N:27]=1)[CH3:25]. The catalyst is COCCOC.CC(C)([P](C(C)(C)C)([Pd][P](C(C)(C)C)(C(C)(C)C)C(C)(C)C)C(C)(C)C)C. The product is [CH2:24]([C:26]1[N:27]=[C:28]([C:2]2[C:3]([C:14]3[CH:22]=[CH:21][C:20]4[C:16](=[CH:17][N:18]([CH3:23])[N:19]=4)[CH:15]=3)=[N:4][S:5][C:6]=2[NH:7][C:8]([C@@H:10]2[CH2:12][C@H:11]2[CH3:13])=[O:9])[CH:29]=[CH:30][CH:31]=1)[CH3:25]. The yield is 0.320.